This data is from Forward reaction prediction with 1.9M reactions from USPTO patents (1976-2016). The task is: Predict the product of the given reaction. (1) Given the reactants [CH2:1]([N:4]1[C:12](=[O:13])[C:11]2[NH:10][C:9]([C:14]3[CH:15]=[N:16][N:17]([CH2:19][C:20]#[CH:21])[CH:18]=3)=[N:8][C:7]=2[N:6]([CH2:22][CH2:23][CH3:24])[C:5]1=[O:25])[CH2:2][CH3:3].I[C:27]1[CH:32]=[CH:31][C:30]([S:33]([NH2:36])(=[O:35])=[O:34])=[CH:29][CH:28]=1.C(N(CC)CC)C, predict the reaction product. The product is: [O:25]=[C:5]1[N:6]([CH2:22][CH2:23][CH3:24])[C:7]2[N:8]=[C:9]([C:14]3[CH:15]=[N:16][N:17]([CH2:19][C:20]#[C:21][C:27]4[CH:32]=[CH:31][C:30]([S:33]([NH2:36])(=[O:35])=[O:34])=[CH:29][CH:28]=4)[CH:18]=3)[NH:10][C:11]=2[C:12](=[O:13])[N:4]1[CH2:1][CH2:2][CH3:3]. (2) Given the reactants [Cl:1][C:2]1[CH:7]=[C:6]([F:8])[CH:5]=[CH:4][C:3]=1[C@H:9]1[C@H:14]([N+:15]([O-])=O)[CH2:13][CH:12]=[CH:11][CH2:10]1.C([O-])(O)=O.[Na+], predict the reaction product. The product is: [Cl:1][C:2]1[CH:7]=[C:6]([F:8])[CH:5]=[CH:4][C:3]=1[C@H:9]1[C@H:14]([NH2:15])[CH2:13][CH:12]=[CH:11][CH2:10]1. (3) The product is: [CH:14]1([O:1][C:2]2[CH:3]=[C:4]([CH:10]=[CH:11][CH:12]=2)[C:5]([O:7][CH2:8][CH3:9])=[O:6])[CH2:17][CH2:16][CH2:15]1. Given the reactants [OH:1][C:2]1[CH:3]=[C:4]([CH:10]=[CH:11][CH:12]=1)[C:5]([O:7][CH2:8][CH3:9])=[O:6].Br[CH:14]1[CH2:17][CH2:16][CH2:15]1, predict the reaction product. (4) Given the reactants C([N:3](CC)CC)C.ClC(OCC)=O.[C:14]([O:18][C:19]([N:21]1[CH2:26][CH2:25][O:24][CH2:23][CH:22]1[C:27]([OH:29])=O)=[O:20])([CH3:17])([CH3:16])[CH3:15].[OH-].[NH4+], predict the reaction product. The product is: [C:14]([O:18][C:19]([N:21]1[CH2:26][CH2:25][O:24][CH2:23][CH:22]1[C:27](=[O:29])[NH2:3])=[O:20])([CH3:17])([CH3:16])[CH3:15]. (5) Given the reactants [NH2:1][C:2]1[CH:7]=[CH:6][CH:5]=[CH:4][C:3]=1[C:8]1[CH:13]=[CH:12][N:11]=[C:10]([C@@H:14]([NH:18][C:19](=[O:25])[O:20][C:21]([CH3:24])([CH3:23])[CH3:22])[CH2:15][CH:16]=[CH2:17])[CH:9]=1.[CH3:26][C@H:27]([CH:31]=[CH2:32])[C:28](O)=[O:29].N1C=CC=CC=1, predict the reaction product. The product is: [CH3:26][C@H:27]([CH:31]=[CH2:32])[C:28]([NH:1][C:2]1[CH:7]=[CH:6][CH:5]=[CH:4][C:3]=1[C:8]1[CH:13]=[CH:12][N:11]=[C:10]([C@@H:14]([NH:18][C:19](=[O:25])[O:20][C:21]([CH3:24])([CH3:23])[CH3:22])[CH2:15][CH:16]=[CH2:17])[CH:9]=1)=[O:29].